This data is from Forward reaction prediction with 1.9M reactions from USPTO patents (1976-2016). The task is: Predict the product of the given reaction. (1) Given the reactants [Cl:1][C:2]1[CH:3]=[C:4]([NH:9][C:10](=[NH:26])[NH:11][C:12]2[N:17]=[C:16]([NH:18][CH:19]3[CH2:24][CH2:23][CH2:22][NH:21][CH2:20]3)[CH:15]=[C:14]([CH3:25])[N:13]=2)[CH:5]=[CH:6][C:7]=1[Cl:8].[CH:27](=O)[CH3:28].[BH-](OC(C)=O)(OC(C)=O)OC(C)=O.[Na+], predict the reaction product. The product is: [Cl:1][C:2]1[CH:3]=[C:4]([NH:9][C:10](=[NH:26])[NH:11][C:12]2[N:17]=[C:16]([NH:18][CH:19]3[CH2:24][CH2:23][CH2:22][N:21]([CH2:27][CH3:28])[CH2:20]3)[CH:15]=[C:14]([CH3:25])[N:13]=2)[CH:5]=[CH:6][C:7]=1[Cl:8]. (2) Given the reactants [CH3:1][O:2][C:3]1[CH:8]=[CH:7][C:6]([S:9][CH2:10][CH2:11][NH:12][C:13](=[O:16])[CH:14]=[CH2:15])=[CH:5][CH:4]=1.C=O.[C:19]1(C)C=CC(S(O)(=O)=O)=CC=1, predict the reaction product. The product is: [CH3:1][O:2][C:3]1[CH:8]=[CH:7][C:6]2[S:9][CH2:10][CH2:11][N:12]([C:13](=[O:16])[CH:14]=[CH2:15])[CH2:19][C:5]=2[CH:4]=1. (3) The product is: [Br:8][C:4]1[N:3]=[C:2]([C:21]2([OH:20])[CH2:27][CH2:26][CH2:25][N:24]([C:28]([O:30][C:31]([CH3:33])([CH3:32])[CH3:34])=[O:29])[CH2:23][CH2:22]2)[CH:7]=[CH:6][CH:5]=1. Given the reactants Br[C:2]1[CH:7]=[CH:6][CH:5]=[C:4]([Br:8])[N:3]=1.[Li]CCCC.CCCCCC.[O:20]=[C:21]1[CH2:27][CH2:26][CH2:25][N:24]([C:28]([O:30][C:31]([CH3:34])([CH3:33])[CH3:32])=[O:29])[CH2:23][CH2:22]1, predict the reaction product.